This data is from Forward reaction prediction with 1.9M reactions from USPTO patents (1976-2016). The task is: Predict the product of the given reaction. (1) Given the reactants Cl.[CH2:2]([O:6][CH2:7][CH:8]1[CH2:17][CH2:16][C:11]2(OCC[O:12]2)[CH2:10][CH2:9]1)[C:3]#[C:4][CH3:5], predict the reaction product. The product is: [CH2:2]([O:6][CH2:7][CH:8]1[CH2:9][CH2:10][C:11](=[O:12])[CH2:16][CH2:17]1)[C:3]#[C:4][CH3:5]. (2) Given the reactants C(S[C:9]1[NH:10][CH:11]=[C:12]([C:14]2[CH:15]=[C:16]([C:20]3([CH3:33])[CH2:25][CH2:24][N:23]([CH2:26][CH2:27][CH2:28][CH2:29][CH2:30][CH3:31])[CH2:22][CH:21]3[CH3:32])[CH:17]=[CH:18][CH:19]=2)[N:13]=1)C1C=CC=CC=1.[OH-].[Na+], predict the reaction product. The product is: [CH2:26]([N:23]1[CH2:24][CH2:25][C:20]([C:16]2[CH:17]=[CH:18][CH:19]=[C:14]([C:12]3[N:13]=[CH:9][NH:10][CH:11]=3)[CH:15]=2)([CH3:33])[CH:21]([CH3:32])[CH2:22]1)[CH2:27][CH2:28][CH2:29][CH2:30][CH3:31].